The task is: Regression. Given two drug SMILES strings and cell line genomic features, predict the synergy score measuring deviation from expected non-interaction effect.. This data is from NCI-60 drug combinations with 297,098 pairs across 59 cell lines. Drug 1: CC1=C(C(CCC1)(C)C)C=CC(=CC=CC(=CC(=O)O)C)C. Drug 2: CC1=C(C=C(C=C1)NC(=O)C2=CC=C(C=C2)CN3CCN(CC3)C)NC4=NC=CC(=N4)C5=CN=CC=C5. Cell line: SK-MEL-28. Synergy scores: CSS=4.91, Synergy_ZIP=-1.52, Synergy_Bliss=2.60, Synergy_Loewe=1.94, Synergy_HSA=1.94.